The task is: Predict the product of the given reaction.. This data is from Forward reaction prediction with 1.9M reactions from USPTO patents (1976-2016). Given the reactants [F:1][C:2]1[CH:3]=[C:4]([CH:29]=[C:30]([N:32]2[CH2:37][CH2:36][O:35][CH2:34][CH2:33]2)[CH:31]=1)[C:5]([NH:7][C:8]1[C:17]2[C:12](=[CH:13][CH:14]=[CH:15][CH:16]=2)[C:11]([O:18][C:19]2[CH:24]=[CH:23][N:22]=[C:21](S(C)(=O)=O)[N:20]=2)=[CH:10][CH:9]=1)=[O:6].[CH2:38]([O:40][C:41]([N:43]1[CH2:48][CH2:47][CH:46]([NH2:49])[CH2:45][CH2:44]1)=[O:42])[CH3:39], predict the reaction product. The product is: [CH2:38]([O:40][C:41]([N:43]1[CH2:44][CH2:45][CH:46]([NH:49][C:21]2[N:20]=[C:19]([O:18][C:11]3[C:12]4[C:17](=[CH:16][CH:15]=[CH:14][CH:13]=4)[C:8]([NH:7][C:5](=[O:6])[C:4]4[CH:29]=[C:30]([N:32]5[CH2:37][CH2:36][O:35][CH2:34][CH2:33]5)[CH:31]=[C:2]([F:1])[CH:3]=4)=[CH:9][CH:10]=3)[CH:24]=[CH:23][N:22]=2)[CH2:47][CH2:48]1)=[O:42])[CH3:39].